This data is from Full USPTO retrosynthesis dataset with 1.9M reactions from patents (1976-2016). The task is: Predict the reactants needed to synthesize the given product. (1) Given the product [F:7][C:8]1[CH:16]=[CH:15][C:11]([C:12]2[O:1][N:2]=[C:3]([CH:4]([OH:5])[CH3:18])[N:6]=2)=[CH:10][CH:9]=1, predict the reactants needed to synthesize it. The reactants are: [OH:1][NH:2][C:3](=[NH:6])[CH2:4][OH:5].[F:7][C:8]1[CH:16]=[CH:15][C:11]([C:12](Cl)=O)=[CH:10][CH:9]=1.N1C=CC=C[CH:18]=1. (2) Given the product [Cl:32][C:6]1[CH:5]=[C:4]([C:33]2[CH:38]=[CH:37][C:36]([C:39]([N:41]3[CH2:46][CH2:45][CH:44]([C:47]([F:49])([F:48])[F:50])[CH2:43][CH2:42]3)=[O:40])=[CH:35][CH:34]=2)[CH:3]=[C:2]([Cl:1])[C:7]=1[CH2:8][C@@H:9]1[CH2:13][CH2:12][N:11]([C@H:14]2[CH2:19][CH2:18][C@H:17]([OH:20])[CH2:16][CH2:15]2)[C:10]1=[O:31], predict the reactants needed to synthesize it. The reactants are: [Cl:1][C:2]1[CH:3]=[C:4]([C:33]2[CH:38]=[CH:37][C:36]([C:39]([N:41]3[CH2:46][CH2:45][CH:44]([C:47]([F:50])([F:49])[F:48])[CH2:43][CH2:42]3)=[O:40])=[CH:35][CH:34]=2)[CH:5]=[C:6]([Cl:32])[C:7]=1[CH2:8][C@@H:9]1[CH2:13][CH2:12][N:11]([C@H:14]2[CH2:19][CH2:18][C@H:17]([O:20][Si](C(C)C)(C(C)C)C(C)C)[CH2:16][CH2:15]2)[C:10]1=[O:31].CCCC[N+](CCCC)(CCCC)CCCC.[F-]. (3) The reactants are: [NH2:1][C:2]1[CH:6]=[C:5]([Cl:7])[N:4]([C:8]2[CH:13]=[CH:12][C:11](Br)=[CH:10][CH:9]=2)[C:3]=1[C:15]([O:17][CH2:18][CH3:19])=[O:16].[B-](F)(F)(F)[C:21]1[CH:25]=[CH:24][S:23][CH:22]=1.[K+].C(=O)([O-])[O-].[Cs+].[Cs+]. Given the product [NH2:1][C:2]1[CH:6]=[C:5]([Cl:7])[N:4]([C:8]2[CH:13]=[CH:12][C:11]([C:21]3[CH:25]=[CH:24][S:23][CH:22]=3)=[CH:10][CH:9]=2)[C:3]=1[C:15]([O:17][CH2:18][CH3:19])=[O:16], predict the reactants needed to synthesize it. (4) Given the product [CH:22]([N:25]1[CH2:30][CH2:29][N:28]([C:2]2[CH:11]=[CH:10][C:9]3[NH:8][CH:7]=[C:6]4[C:12](=[O:21])[N:13]([C:15]5[CH:20]=[CH:19][CH:18]=[CH:17][CH:16]=5)[N:14]=[C:5]4[C:4]=3[CH:3]=2)[CH2:27][CH2:26]1)([CH3:24])[CH3:23], predict the reactants needed to synthesize it. The reactants are: F[C:2]1[CH:11]=[CH:10][C:9]2[NH:8][CH:7]=[C:6]3[C:12](=[O:21])[N:13]([C:15]4[CH:20]=[CH:19][CH:18]=[CH:17][CH:16]=4)[N:14]=[C:5]3[C:4]=2[CH:3]=1.[CH:22]([N:25]1[CH2:30][CH2:29][NH:28][CH2:27][CH2:26]1)([CH3:24])[CH3:23]. (5) Given the product [CH:12]1([NH:11][C:4]2[C:5]3[CH:10]=[CH:9][NH:8][C:6]=3[N:7]=[C:2]([NH:16][C:17]3[CH:18]=[CH:19][C:20]([N:23]([CH3:29])[C:24]([CH:26]4[CH2:27][CH2:28]4)=[O:25])=[CH:21][CH:22]=3)[N:3]=2)[CH2:15][CH2:14][CH2:13]1, predict the reactants needed to synthesize it. The reactants are: Cl[C:2]1[N:3]=[C:4]([NH:11][CH:12]2[CH2:15][CH2:14][CH2:13]2)[C:5]2[CH:10]=[CH:9][NH:8][C:6]=2[N:7]=1.[NH2:16][C:17]1[CH:22]=[CH:21][C:20]([N:23]([CH3:29])[C:24]([CH:26]2[CH2:28][CH2:27]2)=[O:25])=[CH:19][CH:18]=1.C[Si](Cl)(C)C. (6) Given the product [NH2:19][C:9]1[N:8]([C:5]2[CH:6]=[CH:7][C:2]([F:1])=[CH:3][CH:4]=2)[C:20](=[O:23])[CH:21]=[CH:22][C:10]=1[C:11](=[O:18])[C:12]1[CH:13]=[CH:14][CH:15]=[CH:16][CH:17]=1, predict the reactants needed to synthesize it. The reactants are: [F:1][C:2]1[CH:7]=[CH:6][C:5]([NH:8][C:9](=[NH:19])[CH2:10][C:11](=[O:18])[C:12]2[CH:17]=[CH:16][CH:15]=[CH:14][CH:13]=2)=[CH:4][CH:3]=1.[C:20](OC)(=[O:23])[C:21]#[CH:22].